This data is from Forward reaction prediction with 1.9M reactions from USPTO patents (1976-2016). The task is: Predict the product of the given reaction. (1) Given the reactants [CH2:1]([Zn]CC)C.FC(F)(F)C(O)=O.ICI.[CH3:16][C:17]1([CH3:27])[C:21]([CH3:23])([CH3:22])[O:20][B:19](/[CH:24]=[CH:25]/[CH3:26])[O:18]1, predict the reaction product. The product is: [CH3:23][C:21]1([CH3:22])[C:17]([CH3:27])([CH3:16])[O:18][B:19]([CH:24]2[CH2:26][CH:25]2[CH3:1])[O:20]1. (2) Given the reactants Cl.[CH3:2][NH:3][CH:4]1[CH2:9][CH2:8][CH:7]([O:10][C:11]2[C:22]3[C:21]4[C@@H:20]([CH2:23][C@H:24]([C:26]5[CH:30]=[CH:29][NH:28][N:27]=5)[OH:25])[CH2:19][CH2:18][C:17]=4[S:16][C:15]=3[N:14]=[CH:13][N:12]=2)[CH2:6][CH2:5]1.C=O.[BH3-][C:34]#N.[Na+], predict the reaction product. The product is: [CH3:2][N:3]([CH3:34])[CH:4]1[CH2:5][CH2:6][CH:7]([O:10][C:11]2[N:12]=[CH:13][N:14]=[C:15]3[C:22]=2[C:21]2[C@@H:20]([CH2:23][C@H:24]([C:26]4[CH:30]=[CH:29][NH:28][N:27]=4)[OH:25])[CH2:19][CH2:18][C:17]=2[S:16]3)[CH2:8][CH2:9]1. (3) Given the reactants [H-].[H-].[H-].[H-].[Li+].[Al+3].[CH2:7]([O:14][C:15]1[CH:16]=[C:17]2[C:21](=[CH:22][CH:23]=1)[C:20](=O)[N:19]([C:25]1[CH:30]=[CH:29][C:28]([O:31][CH2:32][C:33]3[CH:38]=[CH:37][CH:36]=[CH:35][CH:34]=3)=[CH:27][CH:26]=1)[C:18]2=O)[C:8]1[CH:13]=[CH:12][CH:11]=[CH:10][CH:9]=1.[Cl-].[NH4+], predict the reaction product. The product is: [CH2:7]([O:14][C:15]1[CH:16]=[C:17]2[C:21](=[CH:22][CH:23]=1)[CH2:20][N:19]([C:25]1[CH:30]=[CH:29][C:28]([O:31][CH2:32][C:33]3[CH:38]=[CH:37][CH:36]=[CH:35][CH:34]=3)=[CH:27][CH:26]=1)[CH2:18]2)[C:8]1[CH:9]=[CH:10][CH:11]=[CH:12][CH:13]=1.